The task is: Predict the reaction yield, written as a fraction of the theoretical maximum amount of product (1.0 means a 100% yield; for example, 0.34 means a 34% yield).. This data is from Reaction yield outcomes from USPTO patents with 853,638 reactions. (1) The reactants are [CH3:1][C:2]([C:8]1[NH:9][C:10]2[C:15]([CH:16]=1)=[CH:14][C:13]([N+:17]([O-])=O)=[CH:12][CH:11]=2)([CH3:7])[C:3]([O:5][CH3:6])=[O:4]. The catalyst is [Ni].CO. The product is [NH2:17][C:13]1[CH:14]=[C:15]2[C:10](=[CH:11][CH:12]=1)[NH:9][C:8]([C:2]([CH3:7])([CH3:1])[C:3]([O:5][CH3:6])=[O:4])=[CH:16]2. The yield is 0.380. (2) The reactants are [CH3:1][O:2][C:3]1[CH:4]=[C:5]([CH:11]=[CH:12][C:13]=1[O:14][CH2:15][CH:16]1[CH2:21][CH2:20][N:19]([CH3:22])[CH2:18][CH2:17]1)[C:6]([O:8][CH2:9][CH3:10])=[O:7].C(O)(C(F)(F)F)=O.[N+:30]([O-])([OH:32])=[O:31]. The catalyst is C(Cl)Cl. The product is [CH3:1][O:2][C:3]1[CH:4]=[C:5]([C:11]([N+:30]([O-:32])=[O:31])=[CH:12][C:13]=1[O:14][CH2:15][CH:16]1[CH2:17][CH2:18][N:19]([CH3:22])[CH2:20][CH2:21]1)[C:6]([O:8][CH2:9][CH3:10])=[O:7]. The yield is 0.820.